From a dataset of Full USPTO retrosynthesis dataset with 1.9M reactions from patents (1976-2016). Predict the reactants needed to synthesize the given product. (1) Given the product [CH2:13]([NH:20][C:1](=[O:11])[CH2:2][CH2:3][CH2:4][CH2:5][CH2:6][CH2:7][C:8]([OH:34])=[O:9])[C:14]1[CH:19]=[CH:18][CH:17]=[CH:16][CH:15]=1, predict the reactants needed to synthesize it. The reactants are: [C:1](Cl)(=[O:11])[CH2:2][CH2:3][CH2:4][CH2:5][CH2:6][CH2:7][C:8](Cl)=[O:9].[CH2:13]([NH2:20])[C:14]1[CH:19]=[CH:18][CH:17]=[CH:16][CH:15]=1.CCN(C(C)C)C(C)C.Cl.C1C[O:34]CC1. (2) Given the product [CH:31]1([CH2:30][O:29][C:22]2[CH:23]=[C:24]([F:28])[C:25]([CH3:27])=[CH:26][C:21]=2[C:20]2[C:15]3[NH:14][C:13]([CH3:34])=[C:12]([C:10]([NH:9][C@H:6]4[CH2:7][CH2:8][C@@H:3]([NH:2][C:35](=[O:38])[CH2:36][CH3:37])[CH2:4][CH2:5]4)=[O:11])[C:16]=3[N:17]=[CH:18][N:19]=2)[CH2:32][CH2:33]1, predict the reactants needed to synthesize it. The reactants are: Cl.[NH2:2][C@@H:3]1[CH2:8][CH2:7][C@H:6]([NH:9][C:10]([C:12]2[C:16]3[N:17]=[CH:18][N:19]=[C:20]([C:21]4[CH:26]=[C:25]([CH3:27])[C:24]([F:28])=[CH:23][C:22]=4[O:29][CH2:30][CH:31]4[CH2:33][CH2:32]4)[C:15]=3[NH:14][C:13]=2[CH3:34])=[O:11])[CH2:5][CH2:4]1.[C:35](Cl)(=[O:38])[CH2:36][CH3:37]. (3) Given the product [CH2:2]([C:3]1([CH3:4])[C:2]2[C:3](=[CH:7][CH:8]=[CH:9][CH:10]=2)[C:4](=[O:5])[O:6]1)[CH3:10], predict the reactants needed to synthesize it. The reactants are: Br[C:2]1[CH:10]=[CH:9][CH:8]=[CH:7][C:3]=1[C:4]([OH:6])=[O:5]. (4) Given the product [CH3:35][NH:36][CH2:2][C:3]([NH:5][C:6]1[N:7]=[C:8]2[CH:13]=[CH:12][C:11]([O:14][C:15]3[CH:16]=[C:17]([NH:21][C:22](=[O:33])[C:23]4[CH:28]=[CH:27][CH:26]=[C:25]([C:29]([F:32])([F:31])[F:30])[CH:24]=4)[CH:18]=[CH:19][CH:20]=3)=[N:10][N:9]2[CH:34]=1)=[O:4], predict the reactants needed to synthesize it. The reactants are: Cl[CH2:2][C:3]([NH:5][C:6]1[N:7]=[C:8]2[CH:13]=[CH:12][C:11]([O:14][C:15]3[CH:16]=[C:17]([NH:21][C:22](=[O:33])[C:23]4[CH:28]=[CH:27][CH:26]=[C:25]([C:29]([F:32])([F:31])[F:30])[CH:24]=4)[CH:18]=[CH:19][CH:20]=3)=[N:10][N:9]2[CH:34]=1)=[O:4].[CH3:35][NH2:36].CO.